Dataset: Reaction yield outcomes from USPTO patents with 853,638 reactions. Task: Predict the reaction yield, written as a fraction of the theoretical maximum amount of product (1.0 means a 100% yield; for example, 0.34 means a 34% yield). (1) The reactants are [CH2:1]([Mg]Br)[CH3:2].C(OP(O[C:14]1[CH2:19][CH2:18][N:17]([C:20]([O:22][C:23]([CH3:26])([CH3:25])[CH3:24])=[O:21])[CH2:16][C:15]=1[C:27]([O:29][CH2:30][CH3:31])=[O:28])(OCC)=O)C.[NH4+].[Cl-]. The catalyst is C1COCC1.[Cu]I. The product is [CH2:1]([C:14]1[CH2:19][CH2:18][N:17]([C:20]([O:22][C:23]([CH3:24])([CH3:25])[CH3:26])=[O:21])[CH2:16][C:15]=1[C:27]([O:29][CH2:30][CH3:31])=[O:28])[CH3:2]. The yield is 0.150. (2) The product is [O:9]([CH2:8][CH2:7][O:6][C:1](=[O:5])[C:2]([CH3:4])=[CH2:3])[C:16]#[N:15]. The yield is 0.900. The reactants are [C:1]([O:6][CH2:7][CH2:8][OH:9])(=[O:5])[C:2]([CH3:4])=[CH2:3].C([Li])CCC.[N:15]#[C:16]Br. The catalyst is O1CCCC1.